Regression. Given a peptide amino acid sequence and an MHC pseudo amino acid sequence, predict their binding affinity value. This is MHC class II binding data. From a dataset of Peptide-MHC class II binding affinity with 134,281 pairs from IEDB. (1) The peptide sequence is YQPAAMRRLSLILLA. The MHC is DRB1_0701 with pseudo-sequence DRB1_0701. The binding affinity (normalized) is 0.363. (2) The peptide sequence is SGGVWREMHHLVEFE. The MHC is DRB1_0802 with pseudo-sequence DRB1_0802. The binding affinity (normalized) is 0.0188. (3) The binding affinity (normalized) is 0. The peptide sequence is AAPGAGYTPATPAAP. The MHC is HLA-DQA10101-DQB10501 with pseudo-sequence HLA-DQA10101-DQB10501. (4) The peptide sequence is VWREMHHLVEFEPPH. The MHC is DRB1_0701 with pseudo-sequence DRB1_0701. The binding affinity (normalized) is 0.275. (5) The peptide sequence is FTQTMKGVERLAVMG. The MHC is HLA-DQA10102-DQB10501 with pseudo-sequence HLA-DQA10102-DQB10501. The binding affinity (normalized) is 0.438.